This data is from Merck oncology drug combination screen with 23,052 pairs across 39 cell lines. The task is: Regression. Given two drug SMILES strings and cell line genomic features, predict the synergy score measuring deviation from expected non-interaction effect. (1) Drug 1: O=S1(=O)NC2(CN1CC(F)(F)F)C1CCC2Cc2cc(C=CCN3CCC(C(F)(F)F)CC3)ccc2C1. Drug 2: CCC1(O)C(=O)OCc2c1cc1n(c2=O)Cc2cc3c(CN(C)C)c(O)ccc3nc2-1. Cell line: VCAP. Synergy scores: synergy=33.1. (2) Drug 1: CCN(CC)CCNC(=O)c1c(C)[nH]c(C=C2C(=O)Nc3ccc(F)cc32)c1C. Drug 2: CC(C)CC(NC(=O)C(Cc1ccccc1)NC(=O)c1cnccn1)B(O)O. Cell line: A375. Synergy scores: synergy=-1.29. (3) Drug 1: CCC1(O)CC2CN(CCc3c([nH]c4ccccc34)C(C(=O)OC)(c3cc4c(cc3OC)N(C)C3C(O)(C(=O)OC)C(OC(C)=O)C5(CC)C=CCN6CCC43C65)C2)C1. Drug 2: C#Cc1cccc(Nc2ncnc3cc(OCCOC)c(OCCOC)cc23)c1. Cell line: SW620. Synergy scores: synergy=59.6. (4) Drug 1: CN(Cc1cnc2nc(N)nc(N)c2n1)c1ccc(C(=O)NC(CCC(=O)O)C(=O)O)cc1. Drug 2: Cn1cc(-c2cnn3c(N)c(Br)c(C4CCCNC4)nc23)cn1. Cell line: NCIH1650. Synergy scores: synergy=-5.14. (5) Drug 1: COc1cccc2c1C(=O)c1c(O)c3c(c(O)c1C2=O)CC(O)(C(=O)CO)CC3OC1CC(N)C(O)C(C)O1. Drug 2: NC1(c2ccc(-c3nc4ccn5c(=O)[nH]nc5c4cc3-c3ccccc3)cc2)CCC1. Cell line: A2058. Synergy scores: synergy=1.82. (6) Synergy scores: synergy=-7.71. Drug 2: COC1=C2CC(C)CC(OC)C(O)C(C)C=C(C)C(OC(N)=O)C(OC)C=CC=C(C)C(=O)NC(=CC1=O)C2=O. Cell line: LOVO. Drug 1: O=C(CCCCCCC(=O)Nc1ccccc1)NO.